This data is from Reaction yield outcomes from USPTO patents with 853,638 reactions. The task is: Predict the reaction yield, written as a fraction of the theoretical maximum amount of product (1.0 means a 100% yield; for example, 0.34 means a 34% yield). (1) The reactants are [CH3:1][N:2]([CH2:14][CH2:15][N:16]1[CH2:21][CH2:20][O:19][CH2:18][CH2:17]1)[C:3]([C:5]1[CH:6]=[C:7]([CH:11]=[CH:12][CH:13]=1)[C:8]([OH:10])=O)=[O:4].CCN=C=NCCCN(C)C.Cl.[NH2:34][C:35]1[CH:59]=[CH:58][C:57]([N:60]2[CH2:65][CH2:64][CH2:63][CH2:62][CH2:61]2)=[CH:56][C:36]=1[C:37]([NH:39][C:40]1[CH:41]=[N:42][C:43]([C:46]2[CH:51]=[CH:50][CH:49]=[C:48]([C:52]([F:55])([F:54])[F:53])[CH:47]=2)=[N:44][CH:45]=1)=[O:38]. The catalyst is ClCCl.CN(C)C1C=CN=CC=1. The product is [CH3:1][N:2]([CH2:14][CH2:15][N:16]1[CH2:21][CH2:20][O:19][CH2:18][CH2:17]1)[C:3](=[O:4])[C:5]1[CH:13]=[CH:12][CH:11]=[C:7]([C:8]([NH:34][C:35]2[CH:59]=[CH:58][C:57]([N:60]3[CH2:65][CH2:64][CH2:63][CH2:62][CH2:61]3)=[CH:56][C:36]=2[C:37](=[O:38])[NH:39][C:40]2[CH:45]=[N:44][C:43]([C:46]3[CH:51]=[CH:50][CH:49]=[C:48]([C:52]([F:55])([F:54])[F:53])[CH:47]=3)=[N:42][CH:41]=2)=[O:10])[CH:6]=1. The yield is 0.710. (2) The reactants are [O:1]1[CH2:6][CH2:5][CH:4]([C:7](O)=O)[CH2:3][CH2:2]1.[CH3:10][C:11]1[N:21]=C[CH:19]=[CH:18][C:12]=1[C:13]([O:15][CH2:16][CH3:17])=[O:14].S(OOS([O-])(=O)=O)([O-])(=O)=O.[NH4+].[NH4+].[NH4+].[OH-]. The catalyst is OS(O)(=O)=O.O.[N+]([O-])([O-])=O.[Ag+]. The product is [CH2:16]([O:15][C:13](=[O:14])[C:12]1[CH:18]=[CH:19][C:7]([CH:4]2[CH2:3][CH2:2][O:1][CH2:6][CH2:5]2)=[N:21][C:11]=1[CH3:10])[CH3:17]. The yield is 0.210. (3) The reactants are [F:1][C:2]([F:10])([F:9])[C:3](=O)[CH2:4][C:5](=O)[CH3:6].[Cl:11][C:12]1[CH:27]=[CH:26][C:15]([O:16][CH2:17][CH2:18][CH2:19][C:20]2[N:24]=[C:23]([NH2:25])[NH:22][N:21]=2)=[CH:14][CH:13]=1. The catalyst is C(O)(=O)C. The product is [Cl:11][C:12]1[CH:13]=[CH:14][C:15]([O:16][CH2:17][CH2:18][CH2:19][C:20]2[N:24]=[C:23]3[N:25]=[C:5]([CH3:6])[CH:4]=[C:3]([C:2]([F:10])([F:9])[F:1])[N:22]3[N:21]=2)=[CH:26][CH:27]=1. The yield is 0.410. (4) The reactants are [CH2:1]1[C:10]2[C:5](=[CH:6][CH:7]=[CH:8][CH:9]=2)[CH2:4][CH2:3][NH:2]1.C([O-])([O-])=O.[K+].[K+].Br[CH2:18][CH:19]1[CH2:21][O:20]1. The catalyst is CC#N. The product is [O:20]1[CH2:21][CH:19]1[CH2:18][N:2]1[CH2:3][CH2:4][C:5]2[C:10](=[CH:9][CH:8]=[CH:7][CH:6]=2)[CH2:1]1. The yield is 0.780. (5) The reactants are [N+:1]([C:4]1[CH:5]=[C:6]([CH:10]([CH3:13])[CH:11]=O)[CH:7]=[CH:8][CH:9]=1)([O-:3])=[O:2].[CH3:14][C:15]1[CH:24]=[CH:23][C:22]2[C:17](=[CH:18][CH:19]=[CH:20][C:21]=2[N:25]2[CH2:30][CH2:29][N:28](CCC3C=C(C=CC=3)N)[CH2:27][CH2:26]2)[N:16]=1.C(O[BH-](OC(=O)C)OC(=O)C)(=O)C.[Na+]. The catalyst is C(Cl)Cl. The product is [CH3:14][C:15]1[CH:24]=[CH:23][C:22]2[C:17](=[CH:18][CH:19]=[CH:20][C:21]=2[N:25]2[CH2:30][CH2:29][N:28]([CH2:11][CH:10]([C:6]3[CH:7]=[CH:8][CH:9]=[C:4]([N+:1]([O-:3])=[O:2])[CH:5]=3)[CH3:13])[CH2:27][CH2:26]2)[N:16]=1. The yield is 0.780.